This data is from Reaction yield outcomes from USPTO patents with 853,638 reactions. The task is: Predict the reaction yield, written as a fraction of the theoretical maximum amount of product (1.0 means a 100% yield; for example, 0.34 means a 34% yield). (1) The reactants are [Cl:1][C:2]1[CH:3]=[CH:4][N:5]2[CH:10]=[C:9]([CH:11]=[O:12])[N:8]([C:13]3[CH:18]=[CH:17][CH:16]=[C:15]([F:19])[CH:14]=3)[C:7](=[O:20])[C:6]=12.[CH3:21][CH2:22][Mg+].[Br-].[NH4+].[Cl-]. The catalyst is C1COCC1. The product is [Cl:1][C:2]1[CH:3]=[CH:4][N:5]2[CH:10]=[C:9]([CH:11]([OH:12])[CH2:21][CH3:22])[N:8]([C:13]3[CH:18]=[CH:17][CH:16]=[C:15]([F:19])[CH:14]=3)[C:7](=[O:20])[C:6]=12. The yield is 0.940. (2) The reactants are CS(Cl)(=O)=O.[C:6]([O:10][C:11]([N:13]1[CH2:18][CH2:17][CH:16]([CH2:19][OH:20])[CH2:15][CH2:14]1)=[O:12])([CH3:9])([CH3:8])[CH3:7].C(N(CC)CC)C.[F:28][C:29]1[C:34]([F:35])=[CH:33][CH:32]=[CH:31][C:30]=1[NH:36][C:37](=[O:56])[CH2:38][C:39]1[NH:43][N:42]=[C:41]([NH:44][C:45]2[C:54]3[C:49](=[CH:50][C:51](O)=[CH:52][CH:53]=3)[N:48]=[CH:47][N:46]=2)[CH:40]=1.C(=O)([O-])[O-].[K+].[K+]. The catalyst is O1CCCC1.CC(N(C)C)=O. The product is [F:28][C:29]1[C:34]([F:35])=[CH:33][CH:32]=[CH:31][C:30]=1[NH:36][C:37](=[O:56])[CH2:38][C:39]1[NH:43][N:42]=[C:41]([NH:44][C:45]2[C:54]3[C:49](=[CH:50][C:51]([O:20][CH2:19][CH:16]4[CH2:17][CH2:18][N:13]([C:11]([O:10][C:6]([CH3:9])([CH3:8])[CH3:7])=[O:12])[CH2:14][CH2:15]4)=[CH:52][CH:53]=3)[N:48]=[CH:47][N:46]=2)[CH:40]=1. The yield is 0.380. (3) The reactants are [CH3:1][C:2]1([CH3:14])[C:6]([CH3:8])([CH3:7])[O:5][B:4]([C:9]2[CH:10]=[N:11][NH:12][CH:13]=2)[O:3]1.[H-].[Na+].[N:17]1([C:23]([O-:25])=[O:24])[CH2:22][CH2:21][CH2:20][CH2:19][CH2:18]1. The catalyst is CN(C)C=O. The product is [CH3:1][C:2]1([CH3:14])[C:6]([CH3:7])([CH3:8])[O:5][B:4]([C:9]2[CH:13]=[N:12][N:11]([CH:20]3[CH2:21][CH2:22][N:17]([C:23]([O:25][C:2]([CH3:14])([CH3:6])[CH3:1])=[O:24])[CH2:18][CH2:19]3)[CH:10]=2)[O:3]1. The yield is 0.287. (4) The reactants are [CH2:1]([O:3][C:4]([C:6]1[C:7]([CH3:24])=[C:8]([C:17]([O:19][C:20]([CH3:23])([CH3:22])[CH3:21])=[O:18])[NH:9][C:10]=1[CH2:11][C:12]([O:14]CC)=[O:13])=[O:5])[CH3:2].CO.[OH-].[Li+]. The catalyst is O1CCCC1. The product is [CH2:1]([O:3][C:4]([C:6]1[C:7]([CH3:24])=[C:8]([C:17]([O:19][C:20]([CH3:23])([CH3:22])[CH3:21])=[O:18])[NH:9][C:10]=1[CH2:11][C:12]([OH:14])=[O:13])=[O:5])[CH3:2]. The yield is 0.723. (5) The reactants are [OH:1][C:2]1[CH:3]=[CH:4][C:5]([O:8][C:9]2[CH:19]=[CH:18][C:12]([C:13]([O:15][CH2:16][CH3:17])=[O:14])=[CH:11][CH:10]=2)=[N:6][CH:7]=1.C(=O)([O-])[O-].[Cs+].[Cs+].[O:26]1[CH2:30][CH2:29]OC1=O. The catalyst is CN(C)C=O. The product is [OH:26][CH2:30][CH2:29][O:1][C:2]1[CH:3]=[CH:4][C:5]([O:8][C:9]2[CH:19]=[CH:18][C:12]([C:13]([O:15][CH2:16][CH3:17])=[O:14])=[CH:11][CH:10]=2)=[N:6][CH:7]=1. The yield is 0.800. (6) The reactants are [Cl:1][C:2]1[CH:3]=[C:4]2[C:8](=[CH:9][CH:10]=1)[C:7](=O)[CH2:6][CH2:5]2.[C:12]([CH2:14][C:15]([O:17][CH2:18][CH3:19])=[O:16])#[N:13].C([O-])(=O)C.[NH4+].C(O)(=O)C. The catalyst is C1C=CC=CC=1.O. The product is [Cl:1][C:2]1[CH:3]=[C:4]2[C:8](=[CH:9][CH:10]=1)/[C:7](=[C:14](\[C:12]#[N:13])/[C:15]([O:17][CH2:18][CH3:19])=[O:16])/[CH2:6][CH2:5]2. The yield is 0.680. (7) The reactants are [NH2:1][C:2]1[CH:3]=[C:4]([C:8]2[C:16]3[C:11](=[CH:12][CH:13]=[C:14]([C:17]([NH2:19])=[O:18])[CH:15]=3)[N:10](C3CCCCO3)[N:9]=2)[CH:5]=[CH:6][CH:7]=1.[CH3:26][N:27]([CH3:38])[C:28]1[CH:33]=[CH:32][C:31]([CH2:34][C:35](O)=[O:36])=[CH:30][CH:29]=1.CCN=C=NCCCN(C)C. No catalyst specified. The product is [CH3:38][N:27]([CH3:26])[C:28]1[CH:33]=[CH:32][C:31]([CH2:34][C:35]([NH:1][C:2]2[CH:3]=[C:4]([C:8]3[C:16]4[C:11](=[CH:12][CH:13]=[C:14]([C:17]([NH2:19])=[O:18])[CH:15]=4)[NH:10][N:9]=3)[CH:5]=[CH:6][CH:7]=2)=[O:36])=[CH:30][CH:29]=1. The yield is 0.130. (8) The reactants are [CH2:1]1[C:9]2[C:4](=[CH:5][CH:6]=[CH:7][CH:8]=2)[CH2:3][N:2]1[N:10]([CH3:46])[C:11](=[O:45])[CH2:12][N:13]([C:30]1[CH:35]=[CH:34][C:33](B2OCC(C)(C)CO2)=[CH:32][C:31]=1[CH3:44])[CH2:14][C:15]([NH:17][CH2:18][CH2:19][N:20]([C:23]([O:25][C:26]([CH3:29])([CH3:28])[CH3:27])=[O:24])[CH2:21][CH3:22])=[O:16].Br[C:48]1[S:49][CH:50]=[C:51]([C:53]([O:55][CH2:56][CH3:57])=[O:54])[N:52]=1. No catalyst specified. The product is [CH2:3]1[C:4]2[C:9](=[CH:8][CH:7]=[CH:6][CH:5]=2)[CH2:1][N:2]1[N:10]([CH3:46])[C:11](=[O:45])[CH2:12][N:13]([C:30]1[CH:35]=[CH:34][C:33]([C:48]2[S:49][CH:50]=[C:51]([C:53]([O:55][CH2:56][CH3:57])=[O:54])[N:52]=2)=[CH:32][C:31]=1[CH3:44])[CH2:14][C:15]([NH:17][CH2:18][CH2:19][N:20]([C:23]([O:25][C:26]([CH3:27])([CH3:28])[CH3:29])=[O:24])[CH2:21][CH3:22])=[O:16]. The yield is 0.520. (9) The reactants are [NH:1]1[C:9]2[C:4](=[CH:5][CH:6]=[CH:7][CH:8]=2)[C:3]([C:10]([OH:12])=O)=[N:2]1.[CH3:13][O:14][C:15]1[CH:16]=[C:17]([C:23]2([CH2:28][NH2:29])[CH2:27][CH2:26][CH2:25][CH2:24]2)[CH:18]=[CH:19][C:20]=1[O:21][CH3:22].C(N(CC)CC)C.F[P-](F)(F)(F)(F)F.N1(OC(N(C)C)=[N+](C)C)C2N=CC=CC=2N=N1. The catalyst is C(#N)C. The product is [CH3:13][O:14][C:15]1[CH:16]=[C:17]([C:23]2([CH2:28][NH:29][C:10]([C:3]3[C:4]4[C:9](=[CH:8][CH:7]=[CH:6][CH:5]=4)[NH:1][N:2]=3)=[O:12])[CH2:24][CH2:25][CH2:26][CH2:27]2)[CH:18]=[CH:19][C:20]=1[O:21][CH3:22]. The yield is 0.0984.